Dataset: Retrosynthesis with 50K atom-mapped reactions and 10 reaction types from USPTO. Task: Predict the reactants needed to synthesize the given product. Given the product CCCCCCCOC(=O)N[C@H]1C(=O)O[C@H]1C, predict the reactants needed to synthesize it. The reactants are: CCCCCCCOC(=O)N[C@@H](C(=O)O)[C@H](C)O.